From a dataset of Full USPTO retrosynthesis dataset with 1.9M reactions from patents (1976-2016). Predict the reactants needed to synthesize the given product. (1) Given the product [F:12][C:13]1[CH:20]=[CH:19][C:16]([CH:17]([S:27]([C:24]2[CH:25]=[CH:26][C:21]([CH3:30])=[CH:22][CH:23]=2)(=[O:29])=[O:28])[NH:6][C:1](=[O:5])[CH:2]([CH3:4])[CH3:3])=[CH:15][CH:14]=1, predict the reactants needed to synthesize it. The reactants are: [C:1]([NH2:6])(=[O:5])[CH:2]([CH3:4])[CH3:3].C[Si](Cl)(C)C.[F:12][C:13]1[CH:20]=[CH:19][C:16]([CH:17]=O)=[CH:15][CH:14]=1.[C:21]1([CH3:30])[CH:26]=[CH:25][C:24]([S:27]([OH:29])=[O:28])=[CH:23][CH:22]=1. (2) Given the product [Cl:6][C:7]1[C:8]([F:16])=[C:9]([CH:13]=[CH:14][CH:15]=1)[C:10]([C:2]#[N:3])=[O:11], predict the reactants needed to synthesize it. The reactants are: [Cu][C:2]#[N:3].[I-].[K+].[Cl:6][C:7]1[C:8]([F:16])=[C:9]([CH:13]=[CH:14][CH:15]=1)[C:10](Cl)=[O:11]. (3) Given the product [Br:1][C:2]1[CH:3]=[C:4]2[C:10]([I:11])=[CH:9][N:8]([S:18]([C:15]3[CH:16]=[CH:17][C:12]([CH3:22])=[CH:13][CH:14]=3)(=[O:20])=[O:19])[C:5]2=[N:6][CH:7]=1, predict the reactants needed to synthesize it. The reactants are: [Br:1][C:2]1[CH:3]=[C:4]2[C:10]([I:11])=[CH:9][NH:8][C:5]2=[N:6][CH:7]=1.[C:12]1([CH3:22])[CH:17]=[CH:16][C:15]([S:18](Cl)(=[O:20])=[O:19])=[CH:14][CH:13]=1. (4) Given the product [S:1]1[C:2]2=[N:9][CH:8]=[CH:7][CH:6]=[C:3]2[C:4](=[O:11])[NH:5]1, predict the reactants needed to synthesize it. The reactants are: [SH:1][C:2]1[N:9]=[CH:8][CH:7]=[CH:6][C:3]=1[C:4]#[N:5].C([O-])(O)=[O:11].[Na+]. (5) Given the product [Si:10]([O:17][C:18]1[CH:23]=[CH:22][C:21]([C:24]2[C:25]3=[N:30][S:6](=[O:8])(=[O:7])[CH2:5][CH2:4][N:26]3[CH:27]=[CH:28][CH:29]=2)=[CH:20][CH:19]=1)([C:13]([CH3:16])([CH3:15])[CH3:14])([CH3:12])[CH3:11], predict the reactants needed to synthesize it. The reactants are: [H-].[Na+].Cl[CH2:4][CH2:5][S:6](Cl)(=[O:8])=[O:7].[Si:10]([O:17][C:18]1[CH:23]=[CH:22][C:21]([C:24]2[C:25]([NH2:30])=[N:26][CH:27]=[CH:28][CH:29]=2)=[CH:20][CH:19]=1)([C:13]([CH3:16])([CH3:15])[CH3:14])([CH3:12])[CH3:11].